From a dataset of Reaction yield outcomes from USPTO patents with 853,638 reactions. Predict the reaction yield, written as a fraction of the theoretical maximum amount of product (1.0 means a 100% yield; for example, 0.34 means a 34% yield). (1) The reactants are [CH3:1][C:2]1[CH:3]=[C:4]2[C:9](=[CH:10][CH:11]=1)[CH:8]=[N:7][CH:6]=[CH:5]2.[N+:12]([O-])([O-:14])=[O:13].[K+].[OH-].[Na+]. The catalyst is S(=O)(=O)(O)O. The product is [CH3:1][C:2]1[C:3]([N+:12]([O-:14])=[O:13])=[C:4]2[C:9](=[CH:10][CH:11]=1)[CH:8]=[N:7][CH:6]=[CH:5]2. The yield is 0.950. (2) The reactants are [N:1]1[N:2]([C:6]2[CH:7]=[C:8]([NH:12][C:13]3[C:18]([C:19](=[O:21])[NH2:20])=[CH:17][N:16]=[C:15]([NH:22][C@@H:23]4[CH2:28][CH2:27][CH2:26][CH2:25][C@@H:24]4[NH:29]C(=O)[O:31][C:32]([CH3:35])(C)C)[N:14]=3)[CH:9]=[CH:10][CH:11]=2)[N:3]=[CH:4][CH:5]=1.Cl.[OH-:38].[Na+]. The catalyst is C(O)(=O)C. The product is [C:32]([OH:38])(=[O:31])[CH3:35].[N:1]1[N:2]([C:6]2[CH:7]=[C:8]([NH:12][C:13]3[C:18]([C:19]([NH2:20])=[O:21])=[CH:17][N:16]=[C:15]([NH:22][C@@H:23]4[CH2:28][CH2:27][CH2:26][CH2:25][C@@H:24]4[NH2:29])[N:14]=3)[CH:9]=[CH:10][CH:11]=2)[N:3]=[CH:4][CH:5]=1. The yield is 0.813. (3) The reactants are Cl.[Cl:2][C:3]1[C:12]2[C:7](=[CH:8][C:9]([N+:13]([O-:15])=[O:14])=[CH:10][CH:11]=2)[N:6]=[CH:5][N:4]=1.[F:16][C:17]1[CH:23]=[C:22]([CH3:24])[C:21]([O:25][C:26]([O:28][CH3:29])=[O:27])=[CH:20][C:18]=1[NH2:19]. The catalyst is C(O)(C)C. The product is [ClH:2].[F:16][C:17]1[CH:23]=[C:22]([CH3:24])[C:21]([O:25][C:26]([O:28][CH3:29])=[O:27])=[CH:20][C:18]=1[NH:19][C:3]1[C:12]2[C:7](=[CH:8][C:9]([N+:13]([O-:15])=[O:14])=[CH:10][CH:11]=2)[N:6]=[CH:5][N:4]=1. The yield is 0.450. (4) The reactants are [Cl:1][C:2]1[C:7]([N+:8]([O-:10])=[O:9])=[CH:6][C:5]([O:11]S(C=C)(=O)=O)=[C:4]([CH3:17])[CH:3]=1.C(=O)([O-])[O-].[K+].[K+].C(O)(=O)CC(CC(O)=O)(C(O)=O)O. The catalyst is O.C(O)C. The product is [Cl:1][C:2]1[C:7]([N+:8]([O-:10])=[O:9])=[CH:6][C:5]([OH:11])=[C:4]([CH3:17])[CH:3]=1. The yield is 1.00. (5) The reactants are [OH:1][CH2:2][CH2:3][NH:4][C:5](=[O:11])[O:6][C:7]([CH3:10])([CH3:9])[CH3:8].C(N(C(C)C)CC)(C)C.[S:21](Cl)([CH3:24])(=[O:23])=[O:22]. The catalyst is ClCCl. The product is [CH3:24][S:21]([O:1][CH2:2][CH2:3][NH:4][C:5](=[O:11])[O:6][C:7]([CH3:8])([CH3:10])[CH3:9])(=[O:23])=[O:22]. The yield is 0.970.